From a dataset of Forward reaction prediction with 1.9M reactions from USPTO patents (1976-2016). Predict the product of the given reaction. Given the reactants [OH:1][C:2]1[N:10]=[CH:9][CH:8]=[CH:7][C:3]=1[C:4]([OH:6])=[O:5].[OH-].[K+].[CH3:13]I, predict the reaction product. The product is: [CH3:13][N:10]1[CH:9]=[CH:8][CH:7]=[C:3]([C:4]([OH:6])=[O:5])[CH:2]1[OH:1].